This data is from Forward reaction prediction with 1.9M reactions from USPTO patents (1976-2016). The task is: Predict the product of the given reaction. (1) Given the reactants [F:1][C:2]1[CH:7]=[CH:6][CH:5]=[C:4]([F:8])[CH:3]=1.[Li]CCCC.[I:14]I, predict the reaction product. The product is: [F:1][C:2]1[CH:7]=[CH:6][CH:5]=[C:4]([F:8])[C:3]=1[I:14]. (2) Given the reactants Cl[C:2]1[CH:11]=[C:10]2[C:5]([C:6](=[O:12])[NH:7][CH:8]=[N:9]2)=[CH:4][C:3]=1[N+:13]([O-:15])=[O:14].[CH:33]1[CH:32]=CC(P([C:29]2[CH:34]=[CH:33][CH:32]=CC=2)[C:33]2[CH:32]=CC=[CH:29][CH:34]=2)=[CH:29][CH:34]=1.[CH3:35]CN(CC)CC.[CH3:42][N:43]([CH3:49])[CH2:44][CH2:45][N:46](C)[CH3:47], predict the reaction product. The product is: [CH3:35][C:33]([N:46]1[CH2:47][CH2:42][N:43]([CH3:49])[CH2:44][CH2:45]1)([CH3:32])[C:34]#[C:29][C:2]1[CH:11]=[C:10]2[C:5]([C:6]([OH:12])=[N:7][CH:8]=[N:9]2)=[CH:4][C:3]=1[N+:13]([O-:15])=[O:14]. (3) The product is: [Cl:20][C:14]1[CH:15]=[C:16]([Cl:19])[CH:17]=[CH:18][C:13]=1[O:12][CH:10]1[CH2:11][N:8]([C:6]2[CH:5]=[CH:4][N:3]=[C:2]([NH:21][C:22]3[CH:23]=[CH:24][C:25]([C:26]([NH:28][CH3:29])=[O:27])=[CH:30][CH:31]=3)[N:7]=2)[CH2:9]1. Given the reactants Cl[C:2]1[N:7]=[C:6]([N:8]2[CH2:11][CH:10]([O:12][C:13]3[CH:18]=[CH:17][C:16]([Cl:19])=[CH:15][C:14]=3[Cl:20])[CH2:9]2)[CH:5]=[CH:4][N:3]=1.[NH2:21][C:22]1[CH:31]=[CH:30][C:25]([C:26]([NH:28][CH3:29])=[O:27])=[CH:24][CH:23]=1.C(=O)([O-])[O-].[Cs+].[Cs+], predict the reaction product. (4) Given the reactants [CH:1]([N:4](CC)[CH:5](C)C)(C)C.[O:10]=[C:11]1[CH:16]=[CH:15][C:14]([C:17]2[O:21][N:20]=[C:19]([C:22]3[CH:27]=[CH:26][C:25]([O:28][C:29]([F:32])([F:31])[F:30])=[CH:24][CH:23]=3)[N:18]=2)=[CH:13][N:12]1[CH2:33][C:34]1[CH:35]=[C:36]([CH:40]=[CH:41][CH:42]=1)[C:37](Cl)=[O:38].CNC.C(OCC)(=O)C, predict the reaction product. The product is: [CH3:1][N:4]([CH3:5])[C:37](=[O:38])[C:36]1[CH:40]=[CH:41][CH:42]=[C:34]([CH2:33][N:12]2[CH:13]=[C:14]([C:17]3[O:21][N:20]=[C:19]([C:22]4[CH:27]=[CH:26][C:25]([O:28][C:29]([F:32])([F:31])[F:30])=[CH:24][CH:23]=4)[N:18]=3)[CH:15]=[CH:16][C:11]2=[O:10])[CH:35]=1.